This data is from Forward reaction prediction with 1.9M reactions from USPTO patents (1976-2016). The task is: Predict the product of the given reaction. (1) The product is: [O:21]=[S:18]1(=[O:22])[CH2:19][CH2:20][CH:15]([CH2:14][C:5]2[C:4]3[C:8](=[C:9]([C:11]([NH2:13])=[O:12])[CH:10]=[C:2]([C:25]4[CH:26]=[CH:27][O:23][CH:24]=4)[CH:3]=3)[NH:7][CH:6]=2)[CH2:16][CH2:17]1. Given the reactants Br[C:2]1[CH:3]=[C:4]2[C:8](=[C:9]([C:11]([NH2:13])=[O:12])[CH:10]=1)[NH:7][CH:6]=[C:5]2[CH2:14][CH:15]1[CH2:20][CH2:19][S:18](=[O:22])(=[O:21])[CH2:17][CH2:16]1.[O:23]1[CH:27]=[CH:26][C:25](B(O)O)=[CH:24]1.C(=O)([O-])[O-].[K+].[K+], predict the reaction product. (2) Given the reactants [F:1][C:2]([F:24])([F:23])[C:3]1[CH:4]=[C:5]2[CH:11]=[C:10]([C:12]([NH2:14])=[O:13])[N:9]([CH2:15][C:16]3[CH:21]=[CH:20][CH:19]=[C:18]([F:22])[CH:17]=3)[C:6]2=[N:7][CH:8]=1.[NH2:25][C:26]1[CH:31]=[C:30](Br)[CH:29]=[CH:28][N:27]=1.C(=O)([O-])[O-].[K+].[K+].[C@@H:39]1(N)[CH2:44]CC[CH2:41][C@H:40]1N, predict the reaction product. The product is: [CH2:40]([C:39]1[N:25]=[C:26]2[CH:31]=[C:30]([NH:14][C:12]([C:10]3[N:9]([CH2:15][C:16]4[CH:21]=[CH:20][CH:19]=[C:18]([F:22])[CH:17]=4)[C:6]4=[N:7][CH:8]=[C:3]([C:2]([F:1])([F:23])[F:24])[CH:4]=[C:5]4[CH:11]=3)=[O:13])[CH:29]=[CH:28][N:27]2[CH:44]=1)[CH3:41]. (3) Given the reactants [F:1][C:2]1[CH:7]=[CH:6][C:5]([S:8]([N:11]2[C:20]3[C:15](=[CH:16][C:17]([C:21]([OH:30])([C:26]([F:29])([F:28])[F:27])[C:22]([F:25])([F:24])[F:23])=[CH:18][CH:19]=3)[CH2:14][CH2:13][C@H:12]2[CH2:31][C:32]2[O:36][C:35]([CH2:37][C:38]([O:40]CC3C=CC=CC=3)=[O:39])=[N:34][N:33]=2)(=[O:10])=[O:9])=[CH:4][CH:3]=1.OCC1(OC[C@@H](O)[C@@H](O)[C@H]1O)O, predict the reaction product. The product is: [F:1][C:2]1[CH:3]=[CH:4][C:5]([S:8]([N:11]2[C:20]3[C:15](=[CH:16][C:17]([C:21]([OH:30])([C:22]([F:23])([F:24])[F:25])[C:26]([F:27])([F:29])[F:28])=[CH:18][CH:19]=3)[CH2:14][CH2:13][C@H:12]2[CH2:31][C:32]2[O:36][C:35]([CH2:37][C:38]([OH:40])=[O:39])=[N:34][N:33]=2)(=[O:9])=[O:10])=[CH:6][CH:7]=1. (4) Given the reactants [CH3:1][O:2][C:3]1[C:11]([CH2:12][CH:13]([NH:27][C:28](=[O:35])[CH2:29][CH2:30][S:31](=[O:34])(=[O:33])[NH2:32])[B:14]2[O:22][CH:21]3[C:16]([CH3:26])([CH:17]4[CH2:23][CH:19]([CH2:20]3)[C:18]4([CH3:25])[CH3:24])[O:15]2)=[CH:10][CH:9]=[CH:8][C:4]=1[C:5]([OH:7])=[O:6].[C:36]([O:42][CH2:43]Cl)(=[O:41])[C:37]([CH3:40])([CH3:39])[CH3:38], predict the reaction product. The product is: [CH3:38][C:37]([CH3:40])([CH3:39])[C:36]([O:42][CH2:43][O:6][C:5](=[O:7])[C:4]1[CH:8]=[CH:9][CH:10]=[C:11]([CH2:12][CH:13]([NH:27][C:28](=[O:35])[CH2:29][CH2:30][S:31](=[O:34])(=[O:33])[NH2:32])[B:14]2[O:22][CH:21]3[C:16]([CH3:26])([CH:17]4[CH2:23][CH:19]([CH2:20]3)[C:18]4([CH3:25])[CH3:24])[O:15]2)[C:3]=1[O:2][CH3:1])=[O:41].